From a dataset of Forward reaction prediction with 1.9M reactions from USPTO patents (1976-2016). Predict the product of the given reaction. (1) Given the reactants Cl[C:2]1[C:11]2[CH2:10][CH2:9][CH2:8][CH2:7][C:6]=2[N:5]=[C:4]([C:12]2[S:13][C:14]([Cl:17])=[CH:15][CH:16]=2)[N:3]=1.[CH3:18][O:19][C:20](=[O:31])[CH2:21][C:22]1[CH:23]=[C:24]2[C:28](=[CH:29][CH:30]=1)[NH:27][CH2:26][CH2:25]2, predict the reaction product. The product is: [CH3:18][O:19][C:20](=[O:31])[CH2:21][C:22]1[CH:23]=[C:24]2[C:28](=[CH:29][CH:30]=1)[N:27]([C:2]1[C:11]3[CH2:10][CH2:9][CH2:8][CH2:7][C:6]=3[N:5]=[C:4]([C:12]3[S:13][C:14]([Cl:17])=[CH:15][CH:16]=3)[N:3]=1)[CH2:26][CH2:25]2. (2) Given the reactants [OH:1][C:2]1[C:12]([I:13])=[CH:11][C:5]([C:6]([O:8][CH2:9][CH3:10])=[O:7])=[CH:4][N:3]=1.I[CH:15]([CH3:17])[CH3:16].C(=O)([O-])[O-].[Cs+].[Cs+], predict the reaction product. The product is: [I:13][C:12]1[C:2]([O:1][CH:15]([CH3:17])[CH3:16])=[N:3][CH:4]=[C:5]([CH:11]=1)[C:6]([O:8][CH2:9][CH3:10])=[O:7]. (3) Given the reactants [CH3:1][O:2][C:3]1[N:8]=[CH:7][C:6]([N:9]([CH2:20][C:21]([OH:23])=O)[S:10]([C:13]2[C:14]([CH3:19])=[CH:15][CH:16]=[CH:17][CH:18]=2)(=[O:12])=[O:11])=[CH:5][CH:4]=1.[CH2:24]([NH:26][CH2:27][CH2:28][C:29]#[N:30])[CH3:25], predict the reaction product. The product is: [C:29]([CH2:28][CH2:27][N:26]([CH2:24][CH3:25])[C:21](=[O:23])[CH2:20][N:9]([C:6]1[CH:7]=[N:8][C:3]([O:2][CH3:1])=[CH:4][CH:5]=1)[S:10]([C:13]1[C:14]([CH3:19])=[CH:15][CH:16]=[CH:17][CH:18]=1)(=[O:12])=[O:11])#[N:30]. (4) The product is: [CH:1]1([N:4]2[C:8](=[O:9])[N:7]([CH2:10][C:11]([OH:13])=[O:12])[N:6]=[C:5]2[C:16]2[CH:21]=[CH:20][CH:19]=[CH:18][C:17]=2[O:22][CH3:23])[CH2:3][CH2:2]1. Given the reactants [CH:1]1([N:4]2[C:8](=[O:9])[N:7]([CH2:10][C:11]([O:13]CC)=[O:12])[N:6]=[C:5]2[C:16]2[CH:21]=[CH:20][CH:19]=[CH:18][C:17]=2[O:22][CH3:23])[CH2:3][CH2:2]1.[OH-].[K+], predict the reaction product. (5) Given the reactants C(O[C:4]([C:6]1[C:7]2[N:8]=[CH:9][CH:10]=[N:11][C:12]=2[C:13]([C:16]2[C:21]([F:22])=[C:20]([O:23][CH3:24])[CH:19]=[C:18]([O:25][CH3:26])[C:17]=2[Cl:27])=[CH:14][CH:15]=1)=[O:5])C.[NH2:28][C:29]1[N:34]=[CH:33][C:32]([CH2:35][N:36]([CH3:43])[CH2:37][C:38]([N:40]([CH3:42])[CH3:41])=[O:39])=[CH:31][CH:30]=1, predict the reaction product. The product is: [CH3:41][N:40]([CH3:42])[C:38]([CH2:37][N:36]([CH2:35][C:32]1[CH:31]=[CH:30][C:29]([NH:28][C:4]([C:6]2[C:7]3[N:8]=[CH:9][CH:10]=[N:11][C:12]=3[C:13]([C:16]3[C:21]([F:22])=[C:20]([O:23][CH3:24])[CH:19]=[C:18]([O:25][CH3:26])[C:17]=3[Cl:27])=[CH:14][CH:15]=2)=[O:5])=[N:34][CH:33]=1)[CH3:43])=[O:39].